The task is: Predict the reaction yield, written as a fraction of the theoretical maximum amount of product (1.0 means a 100% yield; for example, 0.34 means a 34% yield).. This data is from Reaction yield outcomes from USPTO patents with 853,638 reactions. The reactants are [CH3:1][O:2][C:3](=[O:19])[C:4](O)([C:12]1[CH:17]=[CH:16][CH:15]=[CH:14][CH:13]=1)[CH2:5][C:6]1[CH:11]=[CH:10][CH:9]=[CH:8][CH:7]=1.S(OS(C(F)(F)F)(=O)=O)(C(F)(F)F)(=O)=O.N1C=CC=CC=1. The catalyst is C(Cl)Cl. The product is [CH3:1][O:2][C:3](=[O:19])/[C:4](/[C:12]1[CH:13]=[CH:14][CH:15]=[CH:16][CH:17]=1)=[CH:5]\[C:6]1[CH:11]=[CH:10][CH:9]=[CH:8][CH:7]=1. The yield is 0.880.